This data is from Full USPTO retrosynthesis dataset with 1.9M reactions from patents (1976-2016). The task is: Predict the reactants needed to synthesize the given product. (1) Given the product [Cl:15][C:5]1[CH:4]=[CH:3][C:2]([NH:1][S:23]([CH3:22])(=[O:26])=[O:24])=[CH:7][C:6]=1[NH:8][C:9]1[S:10]/[C:11](=[CH:41]\[C:37]2[CH:36]=[C:35]3[C:40](=[CH:39][CH:38]=2)[N:31]=[CH:32][CH:33]=[CH:34]3)/[C:12](=[O:14])[N:13]=1, predict the reactants needed to synthesize it. The reactants are: [NH2:1][C:2]1[CH:3]=[CH:4][C:5]([Cl:15])=[C:6]([NH:8][C:9]2[S:10][CH2:11][C:12](=[O:14])[N:13]=2)[CH:7]=1.N1C=CC=CC=1.[CH3:22][S:23]([O:26]S(C)(=O)=O)(=O)=[O:24].[N:31]1[C:40]2[C:35](=[CH:36][C:37]([CH:41]=O)=[CH:38][CH:39]=2)[CH:34]=[CH:33][CH:32]=1.N1CCCCC1. (2) Given the product [S:7]1[C:8]2[CH:15]=[CH:14][CH:13]=[CH:12][C:9]=2[CH:10]=[C:11]1[CH:22]([C:21]1[CH:24]=[C:17]([Br:16])[CH:18]=[CH:19][C:20]=1[Cl:25])[OH:23], predict the reactants needed to synthesize it. The reactants are: CCCCCC.[S:7]1[CH:11]=[CH:10][C:9]2[CH:12]=[CH:13][CH:14]=[CH:15][C:8]1=2.[Br:16][C:17]1[CH:18]=[CH:19][C:20]([Cl:25])=[C:21]([CH:24]=1)[CH:22]=[O:23].[Cl-].[NH4+]. (3) Given the product [F:12][C:13]1[CH:20]=[CH:19][C:16]([CH2:17][N:18]2[CH:4]=[CH:5][CH:6]=[C:7]([C:8]([O:10][CH3:11])=[O:9])[C:2]2=[O:3])=[CH:15][CH:14]=1, predict the reactants needed to synthesize it. The reactants are: O=[C:2]1[C:7]([C:8]([O:10][CH3:11])=[O:9])=[CH:6][CH:5]=[CH:4][O:3]1.[F:12][C:13]1[CH:20]=[CH:19][C:16]([CH2:17][NH2:18])=[CH:15][CH:14]=1.CCN=C=NCCCN(C)C. (4) Given the product [Cl:13][C:3]1[C:2]([Cl:1])=[CH:7][N:6]=[C:5]([S:8][CH3:9])[N:4]=1, predict the reactants needed to synthesize it. The reactants are: [Cl:1][C:2]1[C:3](=O)[NH:4][C:5]([S:8][CH3:9])=[N:6][CH:7]=1.O=P(Cl)(Cl)[Cl:13].